This data is from Reaction yield outcomes from USPTO patents with 853,638 reactions. The task is: Predict the reaction yield, written as a fraction of the theoretical maximum amount of product (1.0 means a 100% yield; for example, 0.34 means a 34% yield). (1) The catalyst is CN(C=O)C. The reactants are [CH3:1][O:2][C:3](=[O:15])[C:4]1[CH:13]=[CH:12][C:11](Br)=[C:6]([C:7]([O:9][CH3:10])=[O:8])[CH:5]=1.[Cu][C:17]#[N:18].[Cl-].[NH4+]. The yield is 0.800. The product is [CH3:1][O:2][C:3](=[O:15])[C:4]1[CH:13]=[CH:12][C:11]([C:17]#[N:18])=[C:6]([C:7]([O:9][CH3:10])=[O:8])[CH:5]=1. (2) The catalyst is O1CCOCC1.O. The reactants are [Br:1][C:2]1[N:3]=[C:4]([CH:22]2[CH2:24][CH2:23]2)[N:5]([CH2:14][O:15][CH2:16][CH2:17][Si:18]([CH3:21])([CH3:20])[CH3:19])[C:6]=1[C:7]1[CH:12]=[CH:11][N:10]=[C:9](Cl)[N:8]=1.[NH4+:25].[OH-]. The product is [Br:1][C:2]1[N:3]=[C:4]([CH:22]2[CH2:24][CH2:23]2)[N:5]([CH2:14][O:15][CH2:16][CH2:17][Si:18]([CH3:21])([CH3:20])[CH3:19])[C:6]=1[C:7]1[CH:12]=[CH:11][N:10]=[C:9]([NH2:25])[N:8]=1. The yield is 0.910. (3) The reactants are [Cl:1][C:2]1[CH:7]=[CH:6][N:5]=[C:4]2[CH:8]=[C:9]([CH:11]=O)[S:10][C:3]=12.[NH:13]1[CH2:18][CH2:17][O:16][CH2:15][CH2:14]1.C(O)(=O)C.C([BH3-])#N.[Na+]. The catalyst is CO.CO.CCOC(C)=O. The product is [Cl:1][C:2]1[CH:7]=[CH:6][N:5]=[C:4]2[CH:8]=[C:9]([CH2:11][N:13]3[CH2:18][CH2:17][O:16][CH2:15][CH2:14]3)[S:10][C:3]=12. The yield is 0.290. (4) The reactants are [N+:1]([C:4]1[CH:5]=[C:6]([NH2:10])[CH:7]=[CH:8][CH:9]=1)([O-:3])=[O:2].[N:11]([O-])=O.[Na+].[Cl:15][Sn]Cl.O. The catalyst is O.Cl. The product is [ClH:15].[N+:1]([C:4]1[CH:5]=[C:6]([NH:10][NH2:11])[CH:7]=[CH:8][CH:9]=1)([O-:3])=[O:2]. The yield is 0.730. (5) The reactants are [CH:1]1([NH:6][C:7]2[N:12]=[C:11]([C:13]3[C:14]([C:28]4[CH:33]=[CH:32][C:31]([O:34][CH3:35])=[CH:30][CH:29]=4)=[N:15][N:16]4[C:21]([NH:22][CH2:23][CH2:24][CH2:25][CH2:26][NH2:27])=[CH:20][CH:19]=[CH:18][C:17]=34)[CH:10]=[CH:9][N:8]=2)[CH2:5][CH2:4][CH2:3][CH2:2]1.C(N(CC)CC)C.[CH3:43][S:44](Cl)(=[O:46])=[O:45].C(=O)(O)[O-].[Na+]. The catalyst is ClCCl. The product is [CH:1]1([NH:6][C:7]2[N:12]=[C:11]([C:13]3[C:14]([C:28]4[CH:29]=[CH:30][C:31]([O:34][CH3:35])=[CH:32][CH:33]=4)=[N:15][N:16]4[C:21]([NH:22][CH2:23][CH2:24][CH2:25][CH2:26][NH:27][S:44]([CH3:43])(=[O:46])=[O:45])=[CH:20][CH:19]=[CH:18][C:17]=34)[CH:10]=[CH:9][N:8]=2)[CH2:2][CH2:3][CH2:4][CH2:5]1. The yield is 0.990. (6) The reactants are [NH:1]1[C:5]2[CH:6]=[CH:7][CH:8]=[CH:9][C:4]=2[N:3]=[C:2]1[C:10]([N:12]1[CH2:15][CH:14]([C:16]2[C:21](Cl)=[N:20][CH:19]=[CH:18][N:17]=2)[CH2:13]1)=[O:11].[C:23]([O:27][C:28]([N:30]1[CH2:35][CH:34]=[C:33](B2OC(C)(C)C(C)(C)O2)[CH2:32][CH2:31]1)=[O:29])([CH3:26])([CH3:25])[CH3:24].[O-]P([O-])([O-])=O.[K+].[K+].[K+]. The catalyst is O1CCOCC1.O.C1C=CC(P(C2C=CC=CC=2)[C-]2C=CC=C2)=CC=1.C1C=CC(P(C2C=CC=CC=2)[C-]2C=CC=C2)=CC=1.Cl[Pd]Cl.[Fe+2]. The product is [C:23]([O:27][C:28]([N:30]1[CH2:31][CH:32]=[C:33]([C:21]2[C:16]([CH:14]3[CH2:15][N:12]([C:10]([C:2]4[NH:3][C:4]5[CH:9]=[CH:8][CH:7]=[CH:6][C:5]=5[N:1]=4)=[O:11])[CH2:13]3)=[N:17][CH:18]=[CH:19][N:20]=2)[CH2:34][CH2:35]1)=[O:29])([CH3:26])([CH3:24])[CH3:25]. The yield is 0.800. (7) The reactants are [N-:1]=[N+:2]=[N-:3].[Na+].[Br:5][C:6]1[CH:22]=[CH:21][C:20]([O:23][CH3:24])=[CH:19][C:7]=1[CH2:8][CH:9]1[CH2:14][CH2:13][N:12]([CH2:15][CH:16]2[CH2:18][O:17]2)[CH2:11][CH2:10]1.C(=O)([O-])[O-].[K+].[K+]. The catalyst is O.O1CCOCC1.C1OCCOCCOCCOCCOCCOC1. The product is [N:1]([CH2:18][CH:16]([OH:17])[CH2:15][N:12]1[CH2:13][CH2:14][CH:9]([CH2:8][C:7]2[CH:19]=[C:20]([O:23][CH3:24])[CH:21]=[CH:22][C:6]=2[Br:5])[CH2:10][CH2:11]1)=[N+:2]=[N-:3]. The yield is 0.720. (8) The reactants are [Cl-].[Li+].[Cu](C#N)C#N.[CH:8]1([Mg]Cl)[CH2:12][CH2:11][CH2:10][CH2:9]1.C(OCC)C.[C:20]([O:24][CH3:25])(=[O:23])[C:21]#[CH:22].[I:26]I. The catalyst is O1CCCC1. The product is [CH3:25][O:24][C:20](=[O:23])/[C:21](/[I:26])=[CH:22]\[CH:8]1[CH2:12][CH2:11][CH2:10][CH2:9]1. The yield is 0.970. (9) The reactants are Cl[C:2]1[NH:3][C:4]([C:12]2[CH:17]=[CH:16][CH:15]=[CH:14][CH:13]=2)=[CH:5][C:6]=1[C:7]([O:9][CH2:10][CH3:11])=[O:8]. The catalyst is C(O)C.[C].[Pd]. The product is [C:12]1([C:4]2[NH:3][CH:2]=[C:6]([C:7]([O:9][CH2:10][CH3:11])=[O:8])[CH:5]=2)[CH:13]=[CH:14][CH:15]=[CH:16][CH:17]=1. The yield is 0.620. (10) The reactants are [Cl:1][C:2]1[CH:7]=[CH:6][C:5]([CH2:8][C:9]([O:11][CH3:12])=[O:10])=[CH:4][CH:3]=1.[CH2:13]=[O:14].Cl. The catalyst is CS(C)=O.C[O-].[Na+]. The product is [Cl:1][C:2]1[CH:3]=[CH:4][C:5]([CH:8]([CH2:13][OH:14])[C:9]([O:11][CH3:12])=[O:10])=[CH:6][CH:7]=1. The yield is 0.920.